Predict the product of the given reaction. From a dataset of Forward reaction prediction with 1.9M reactions from USPTO patents (1976-2016). (1) Given the reactants [H-].[H-].[H-].[H-].[Li+].[Al+3].C([O:9][C:10](=O)[C:11]([CH3:31])([CH3:30])[CH2:12][CH2:13][CH2:14][O:15][CH2:16][CH2:17][O:18][CH2:19][CH2:20][CH2:21][C:22]([C:25](OCC)=[O:26])([CH3:24])[CH3:23])C, predict the reaction product. The product is: [OH:26][CH2:25][C:22]([CH3:24])([CH3:23])[CH2:21][CH2:20][CH2:19][O:18][CH2:17][CH2:16][O:15][CH2:14][CH2:13][CH2:12][C:11]([CH3:31])([CH3:30])[CH2:10][OH:9]. (2) Given the reactants [CH2:1]([CH:8]1[CH2:13][CH2:12][N:11]([CH2:14][CH2:15][C:16]#[C:17][C:18]2[CH:19]=[C:20]([NH2:25])[C:21]([NH2:24])=[CH:22][CH:23]=2)[CH2:10][CH2:9]1)[C:2]1[CH:7]=[CH:6][CH:5]=[CH:4][CH:3]=1.[C:26](C1NC=CN=1)(C1NC=CN=1)=[O:27], predict the reaction product. The product is: [CH2:1]([CH:8]1[CH2:9][CH2:10][N:11]([CH2:14][CH2:15][C:16]#[C:17][C:18]2[CH:23]=[CH:22][C:21]3[NH:24][C:26](=[O:27])[NH:25][C:20]=3[CH:19]=2)[CH2:12][CH2:13]1)[C:2]1[CH:3]=[CH:4][CH:5]=[CH:6][CH:7]=1. (3) Given the reactants N1([C:6]([C:8]2[S:12][C:11]([CH2:13][CH2:14][C:15]3[N:16]=[C:17]([NH:20][C:21](=[O:23])[CH3:22])[S:18][CH:19]=3)=[CH:10][CH:9]=2)=[O:7])C=CN=C1.O.[BH4-].[Na+], predict the reaction product. The product is: [OH:7][CH2:6][C:8]1[S:12][C:11]([CH2:13][CH2:14][C:15]2[N:16]=[C:17]([NH:20][C:21](=[O:23])[CH3:22])[S:18][CH:19]=2)=[CH:10][CH:9]=1. (4) Given the reactants [CH3:1][O:2][C:3]([C:5]1[N:6]=[CH:7][C:8]([N:11]2[CH2:16][CH2:15][N:14]([C:17]3[N:18]=[N:19][C:20](Cl)=[C:21]([CH3:24])[C:22]=3[CH3:23])[CH2:13][C@H:12]2[CH3:26])=[N:9][CH:10]=1)=[O:4].CC(C([CH2:35][C:36]1[CH:41]=[CH:40][CH:39]=[CH:38][N:37]=1)(O)C(C)C)C.C(=O)([O-])[O-].[Cs+].[Cs+].C1(P(C2CCCCC2)C2CCCCC2)CCCCC1, predict the reaction product. The product is: [CH3:1][O:2][C:3]([C:5]1[N:6]=[CH:7][C:8]([N:11]2[CH2:16][CH2:15][N:14]([C:17]3[N:18]=[N:19][C:20]([CH2:35][C:36]4[CH:41]=[CH:40][CH:39]=[CH:38][N:37]=4)=[C:21]([CH3:24])[C:22]=3[CH3:23])[CH2:13][C@H:12]2[CH3:26])=[N:9][CH:10]=1)=[O:4]. (5) Given the reactants [Br:1][C:2]1[C:10]2[S:9][C:8]([NH:11][C@@H:12]3[CH2:17][CH2:16][CH2:15][CH2:14][C@H:13]3[OH:18])=[N:7][C:6]=2[CH:5]=[CH:4][C:3]=1[OH:19].Cl[C:21]1[CH:26]=[CH:25][N:24]=[C:23]([C:27]([NH:29][CH3:30])=[O:28])[CH:22]=1.C(=O)([O-])[O-].[Cs+].[Cs+], predict the reaction product. The product is: [Br:1][C:2]1[C:10]2[S:9][C:8]([NH:11][C@@H:12]3[CH2:17][CH2:16][CH2:15][CH2:14][C@H:13]3[OH:18])=[N:7][C:6]=2[CH:5]=[CH:4][C:3]=1[O:19][C:21]1[CH:26]=[CH:25][N:24]=[C:23]([C:27]([NH:29][CH3:30])=[O:28])[CH:22]=1.